From a dataset of Reaction yield outcomes from USPTO patents with 853,638 reactions. Predict the reaction yield, written as a fraction of the theoretical maximum amount of product (1.0 means a 100% yield; for example, 0.34 means a 34% yield). The reactants are [CH3:1][N:2]([C:21]1[C:26]([CH3:27])=[CH:25][N:24]=[C:23]([NH:28][C:29]2[CH:30]=[N:31][N:32]([CH3:34])[CH:33]=2)[N:22]=1)[CH:3]1[CH2:20][CH2:19][C:6]2([CH2:11][CH2:10][N:9](C(OC(C)(C)C)=O)[CH2:8][CH2:7]2)[CH2:5][CH2:4]1.Cl.CCOC(C)=O.C([O-])(O)=O.[Na+]. The catalyst is ClCCl.O.C(Cl)Cl.CO. The product is [CH3:1][N:2]([CH:3]1[CH2:20][CH2:19][C:6]2([CH2:11][CH2:10][NH:9][CH2:8][CH2:7]2)[CH2:5][CH2:4]1)[C:21]1[C:26]([CH3:27])=[CH:25][N:24]=[C:23]([NH:28][C:29]2[CH:30]=[N:31][N:32]([CH3:34])[CH:33]=2)[N:22]=1. The yield is 0.686.